This data is from hERG potassium channel inhibition data for cardiac toxicity prediction from Karim et al.. The task is: Regression/Classification. Given a drug SMILES string, predict its toxicity properties. Task type varies by dataset: regression for continuous values (e.g., LD50, hERG inhibition percentage) or binary classification for toxic/non-toxic outcomes (e.g., AMES mutagenicity, cardiotoxicity, hepatotoxicity). Dataset: herg_karim. (1) The compound is CCN(CC)CCOc1ccc(-n2ccc(OCc3ccccc3)cc2=O)cc1. The result is 1 (blocker). (2) The compound is COc1cc(/C=C/c2nc3scc(C)c3c(=O)[nH]2)ccc1-n1cnc(C)c1. The result is 0 (non-blocker). (3) The drug is Cn1cc([C@@]2(c3cccc(C(=O)O)n3)N[C@@H](c3nc(-c4ccc(F)cc4)c[nH]3)Cc3c2[nH]c2ccccc32)cn1. The result is 1 (blocker). (4) The molecule is CS(=O)(=O)c1ccc(-c2noc([C@@H](CC3CC3)[C@H](N)C(=O)N3CC[C@H](F)C3)n2)c(F)c1.O=C(O)C(F)(F)F. The result is 0 (non-blocker). (5) The result is 0 (non-blocker). The drug is Cc1cn2c(-c3cn[nH]c3)cnc2c(Nc2ccc(C(=O)N3CCNCC3)cc2F)n1. (6) The molecule is CNS(=O)(=O)c1ccc(-c2cnc(N)c(-c3ccc(OC)nc3)c2)cc1. The result is 0 (non-blocker). (7) The compound is O=C1COc2ccc(CNC34CCC(CCc5c(F)cnc6ccc(OC[C@H]7C[C@@H]7C(=O)O)nc56)(CC3)OC4)nc2N1. The result is 0 (non-blocker). (8) The compound is COC(=O)N(NC(=O)c1c(CN2CCN(C3(C)CCCCC3)CC2)c(-c2ccccc2)nc2c(F)cccc12)c1ccccc1. The result is 1 (blocker). (9) The result is 1 (blocker). The compound is Clc1ccc(CN(C2CC2)C2CNC2)cc1Cl. (10) The drug is CN(CCN1CCN(c2ccc3c(c2)OCO3)C1=O)C[C@]12CC[C@H](CC1)C2(C)C. The result is 1 (blocker).